Dataset: Reaction yield outcomes from USPTO patents with 853,638 reactions. Task: Predict the reaction yield, written as a fraction of the theoretical maximum amount of product (1.0 means a 100% yield; for example, 0.34 means a 34% yield). The reactants are [CH3:1][C:2]12[C:12](=[O:13])[CH2:11][CH2:10][CH2:9][C:8]1=[CH:7][C:5](=O)[CH2:4][CH2:3]2.C1(C)C=CC(S(O)(=O)=O)=CC=1.[CH2:25]([SH:28])[CH2:26][SH:27].O. The catalyst is C(O)(=O)C. The product is [CH3:1][C:2]12[C:12](=[O:13])[CH2:11][CH2:10][CH:9]=[C:8]1[CH2:7][C:5]1([S:28][CH2:25][CH2:26][S:27]1)[CH2:4][CH2:3]2. The yield is 0.873.